Dataset: Peptide-MHC class I binding affinity with 185,985 pairs from IEDB/IMGT. Task: Regression. Given a peptide amino acid sequence and an MHC pseudo amino acid sequence, predict their binding affinity value. This is MHC class I binding data. (1) The peptide sequence is SGCYIHFFR. The MHC is HLA-A33:01 with pseudo-sequence HLA-A33:01. The binding affinity (normalized) is 0. (2) The peptide sequence is GPKVKQWPL. The MHC is HLA-A30:02 with pseudo-sequence HLA-A30:02. The binding affinity (normalized) is 0. (3) The peptide sequence is YMHGSIHEV. The binding affinity (normalized) is 0. The MHC is HLA-A11:01 with pseudo-sequence HLA-A11:01. (4) The peptide sequence is GWPDNYCEW. The binding affinity (normalized) is 0.0847. The MHC is HLA-B07:02 with pseudo-sequence HLA-B07:02. (5) The peptide sequence is AFRHMAREL. The MHC is HLA-A30:02 with pseudo-sequence HLA-A30:02. The binding affinity (normalized) is 0.145. (6) The peptide sequence is SPLPITLKY. The MHC is HLA-A25:01 with pseudo-sequence HLA-A25:01. The binding affinity (normalized) is 0.0847.